This data is from Full USPTO retrosynthesis dataset with 1.9M reactions from patents (1976-2016). The task is: Predict the reactants needed to synthesize the given product. (1) Given the product [NH2:1][C:2]1[C:9]([OH:10])=[CH:8][C:7]([S:12][CH:13]([CH3:15])[CH3:14])=[CH:6][C:3]=1[C:4]#[N:5], predict the reactants needed to synthesize it. The reactants are: [NH2:1][C:2]1[C:9]([O:10]C)=[CH:8][C:7]([S:12][CH:13]([CH3:15])[CH3:14])=[CH:6][C:3]=1[C:4]#[N:5].B(Br)(Br)Br.C(=O)([O-])O.[Na+]. (2) Given the product [S:1]([CH2:11][CH2:12][O:13][C:14](=[O:17])[CH:15]=[CH2:16])([C:4]1[CH:5]=[CH:6][C:7]([CH3:8])=[CH:9][CH:10]=1)(=[O:3])=[O:2].[OH:18][CH2:19][CH2:20][O:21][C:22](=[O:25])[CH:23]=[CH2:24].[CH3:26][O:27][C:28](=[O:32])[C:29]([CH3:31])=[CH2:30], predict the reactants needed to synthesize it. The reactants are: [S:1]([CH2:11][CH2:12][O:13][C:14](=[O:17])[CH:15]=[CH2:16])([C:4]1[CH:10]=[CH:9][C:7]([CH3:8])=[CH:6][CH:5]=1)(=[O:3])=[O:2].[OH:18][CH2:19][CH2:20][O:21][C:22](=[O:25])[CH:23]=[CH2:24].[CH3:26][O:27][C:28](=[O:32])[C:29]([CH3:31])=[CH2:30].CC(N=NC(C#N)(C)C)(C#N)C. (3) Given the product [Cl:9][C:6]1[C:7]2[N:8]=[C:20]([NH:22][C:23]3[C:24]([Cl:30])=[CH:25][CH:26]=[CH:27][C:28]=3[Cl:29])[S:19][C:2]=2[N:3]=[C:4]([S:10][CH3:11])[N:5]=1, predict the reactants needed to synthesize it. The reactants are: Cl[C:2]1[C:7]([NH2:8])=[C:6]([Cl:9])[N:5]=[C:4]([S:10][CH3:11])[N:3]=1.ClC1C2N=[C:20]([NH:22][C:23]3[C:28]([Cl:29])=[CH:27][CH:26]=[CH:25][C:24]=3[Cl:30])[S:19]C=2N=CN=1. (4) Given the product [Br:1][C:2]1[CH:7]=[CH:6][C:5]([C:8]2([C:9]#[N:10])[CH2:18][CH2:17]2)=[C:4]([C:11]([F:12])([F:13])[F:14])[CH:3]=1, predict the reactants needed to synthesize it. The reactants are: [Br:1][C:2]1[CH:7]=[CH:6][C:5]([CH2:8][C:9]#[N:10])=[C:4]([C:11]([F:14])([F:13])[F:12])[CH:3]=1.[Cl-].Br[CH2:17][CH2:18]Cl.[OH-].[Na+]. (5) Given the product [NH2:15][C:16]1[S:20][C:19]([C:21]2[C:22]([F:28])=[CH:23][CH:24]=[CH:25][C:26]=2[F:27])=[N:18][C:17]=1[C:29]([NH:31][C:32]1[C:33]([N:41]2[CH2:46][CH2:45][CH2:44][C@H:43]([NH2:47])[CH2:42]2)=[C:34]2[CH2:40][CH2:39][O:38][C:35]2=[N:36][CH:37]=1)=[O:30], predict the reactants needed to synthesize it. The reactants are: C(O)(C(F)(F)F)=O.C(OC([NH:15][C:16]1[S:20][C:19]([C:21]2[C:26]([F:27])=[CH:25][CH:24]=[CH:23][C:22]=2[F:28])=[N:18][C:17]=1[C:29]([NH:31][C:32]1[C:33]([N:41]2[CH2:46][CH2:45][CH2:44][C@H:43]([NH:47]C(=O)OC(C)(C)C)[CH2:42]2)=[C:34]2[CH2:40][CH2:39][O:38][C:35]2=[N:36][CH:37]=1)=[O:30])=O)(C)(C)C. (6) Given the product [C:1]([O:5][C:6]([N:8]1[CH2:12][CH:11]([OH:26])[CH2:10][CH:9]1[CH2:13][O:14][CH3:15])=[O:7])([CH3:4])([CH3:3])[CH3:2], predict the reactants needed to synthesize it. The reactants are: [C:1]([O:5][C:6]([N:8]1[CH2:12][CH2:11][CH2:10][C:9]1(OCC1C=CC=CC=1)[CH2:13][O:14][CH3:15])=[O:7])([CH3:4])([CH3:3])[CH3:2].C(OCC)(=[O:26])C. (7) Given the product [Br:13][C:14]1[CH:22]=[CH:21][CH:20]=[CH:19][C:15]=1[C:16]([N:10]=[C:8]1[N:7]([CH:24]([CH2:29][CH3:30])[C:25]([OH:27])=[O:26])[C:6]2[CH:11]=[C:2]([F:1])[C:3]([F:12])=[CH:4][C:5]=2[S:9]1)=[O:17], predict the reactants needed to synthesize it. The reactants are: [F:1][C:2]1[C:3]([F:12])=[CH:4][C:5]2[S:9][C:8]([NH2:10])=[N:7][C:6]=2[CH:11]=1.[Br:13][C:14]1[CH:22]=[CH:21][CH:20]=[CH:19][C:15]=1[C:16](Cl)=[O:17].Br[CH:24]([CH2:29][CH3:30])[C:25]([O:27]C)=[O:26].COC1C=CC2N=C(N)SC=2C=1.ClC1C=C(C=CC=1)C(Cl)=O.BrCC(OCC)=O. (8) Given the product [CH2:16]1[CH:10]2[CH2:9][NH:8][CH2:13][CH2:12][N:11]2[C:14](=[O:17])[O:15]1, predict the reactants needed to synthesize it. The reactants are: C([N:8]1[CH2:13][CH2:12][N:11]2[C:14](=[O:17])[O:15][CH2:16][CH:10]2[CH2:9]1)C1C=CC=CC=1.